The task is: Predict the reactants needed to synthesize the given product.. This data is from Full USPTO retrosynthesis dataset with 1.9M reactions from patents (1976-2016). (1) Given the product [O:25]1[CH2:22][CH:5]=[C:4]([C:2]2[C:11]([C:12]([O:14][CH2:15][CH3:16])=[O:13])=[C:10]([OH:17])[C:9]3[C:8](=[O:18])[CH2:7][C:6]4([CH2:21][CH2:20][CH2:19]4)[CH2:5][C:4]=3[N:3]=2)[CH2:9][CH2:8]1, predict the reactants needed to synthesize it. The reactants are: Cl[C:2]1[C:11]([C:12]([O:14][CH2:15][CH3:16])=[O:13])=[C:10]([OH:17])[C:9]2[C:8](=[O:18])[CH2:7][C:6]3([CH2:21][CH2:20][CH2:19]3)[CH2:5][C:4]=2[N:3]=1.[C:22](=[O:25])([O-])[O-].[Cs+].[Cs+]. (2) The reactants are: [CH:1]([N:4]1[C:8]([C:9]2[N:18]=[C:17]3[N:11]([CH2:12][CH2:13][O:14][C:15]4[CH:22]=[C:21]([O:23][C:24]([CH3:37])([CH2:31]OS(C)(=O)=O)[CH2:25]OS(C)(=O)=O)[CH:20]=[CH:19][C:16]=43)[CH:10]=2)=[N:7][C:6]([CH3:38])=[N:5]1)([CH3:3])[CH3:2]. Given the product [CH2:17]([N:11]1[CH2:25][C:24]([CH3:37])([O:23][C:21]2[CH:20]=[CH:19][C:16]3[C:17]4[N:11]([CH2:12][CH2:13][O:14][C:15]=3[CH:22]=2)[CH:10]=[C:9]([C:8]2[N:4]([CH:1]([CH3:2])[CH3:3])[N:5]=[C:6]([CH3:38])[N:7]=2)[N:18]=4)[CH2:31]1)[C:16]1[CH:19]=[CH:20][CH:21]=[CH:22][CH:15]=1, predict the reactants needed to synthesize it. (3) Given the product [CH:36]1([NH:35][S:32]([C:28]2[CH:27]=[C:26]([NH:25][C:22]([C:21]3[CH:20]=[N:19][N:12]4[C:13]([C:15]([F:17])([F:16])[F:18])=[CH:14][C:9]([C:4]5[CH:5]=[CH:6][C:7]([Cl:8])=[C:2]([Cl:1])[CH:3]=5)=[N:10][C:11]=34)=[O:24])[CH:31]=[CH:30][CH:29]=2)(=[O:34])=[O:33])[CH2:38][CH2:37]1, predict the reactants needed to synthesize it. The reactants are: [Cl:1][C:2]1[CH:3]=[C:4]([C:9]2[CH:14]=[C:13]([C:15]([F:18])([F:17])[F:16])[N:12]3[N:19]=[CH:20][C:21]([C:22]([OH:24])=O)=[C:11]3[N:10]=2)[CH:5]=[CH:6][C:7]=1[Cl:8].[NH2:25][C:26]1[CH:27]=[C:28]([S:32]([NH:35][CH:36]2[CH2:38][CH2:37]2)(=[O:34])=[O:33])[CH:29]=[CH:30][CH:31]=1. (4) Given the product [Cl:1][C:2]1[CH:3]=[C:4]([C@@H:8]2[C@@H:13]([C:14]3[CH:19]=[CH:18][C:17]([Cl:20])=[CH:16][CH:15]=3)[N:12]([CH:21]([CH2:22][CH3:23])[CH2:24][CH3:25])[C:11](=[O:26])[C@H:10]([CH2:27][C:28]([OH:30])=[O:29])[O:9]2)[CH:5]=[CH:6][CH:7]=1, predict the reactants needed to synthesize it. The reactants are: [Cl:1][C:2]1[CH:3]=[C:4]([C@@H:8]2[C@@H:13]([C:14]3[CH:19]=[CH:18][C:17]([Cl:20])=[CH:16][CH:15]=3)[N:12]([CH:21]([CH2:24][CH3:25])[CH2:22][CH3:23])[C:11](=[O:26])[C:10](=[CH:27][C:28]([O:30]C(C)(C)C)=[O:29])[O:9]2)[CH:5]=[CH:6][CH:7]=1. (5) Given the product [C:11]([C:9]1[O:10][C:3]2[C:2]([N:14]3[CH2:19][CH2:18][CH:17]([CH2:20][CH2:21][NH:22][C:23](=[O:29])[O:24][C:25]([CH3:27])([CH3:26])[CH3:28])[CH2:16][CH2:15]3)=[N:7][CH:6]=[N:5][C:4]=2[CH:8]=1)(=[O:12])[NH2:13], predict the reactants needed to synthesize it. The reactants are: Cl[C:2]1[C:3]2[O:10][C:9]([C:11]([NH2:13])=[O:12])=[CH:8][C:4]=2[N:5]=[CH:6][N:7]=1.[NH:14]1[CH2:19][CH2:18][CH:17]([CH2:20][CH2:21][NH:22][C:23](=[O:29])[O:24][C:25]([CH3:28])([CH3:27])[CH3:26])[CH2:16][CH2:15]1.CCN(C(C)C)C(C)C.